From a dataset of Full USPTO retrosynthesis dataset with 1.9M reactions from patents (1976-2016). Predict the reactants needed to synthesize the given product. (1) The reactants are: C([O:3][C:4](=[O:34])[CH2:5][CH2:6][C:7]1[CH:12]=[CH:11][C:10]([O:13][C:14]2[CH:19]=[C:18]([CH3:20])[CH:17]=[C:16]([O:21][C:22]3[CH:27]=[CH:26][C:25]([C:28]([F:31])([F:30])[F:29])=[CH:24][C:23]=3Br)[CH:15]=2)=[CH:9][C:8]=1[CH3:33])C.[F:35][C:36]([F:48])([F:47])[O:37][C:38]1[CH:43]=[CH:42][CH:41]=[CH:40][C:39]=1B(O)O. Given the product [CH3:33][C:8]1[CH:9]=[C:10]([O:13][C:14]2[CH:15]=[C:16]([O:21][C:22]3[CH:23]=[CH:24][C:25]([C:28]([F:30])([F:31])[F:29])=[CH:26][C:27]=3[C:39]3[CH:40]=[CH:41][CH:42]=[CH:43][C:38]=3[O:37][C:36]([F:48])([F:47])[F:35])[CH:17]=[C:18]([CH3:20])[CH:19]=2)[CH:11]=[CH:12][C:7]=1[CH2:6][CH2:5][C:4]([OH:34])=[O:3], predict the reactants needed to synthesize it. (2) Given the product [Cl:30][C:25]1[CH:24]=[C:23]([C:17]2([C:19]([F:21])([F:22])[F:20])[CH2:18][C:14]([C:11]3[CH:12]=[CH:13][C:8]([C:6]([O:5][C:1]([CH3:3])([CH3:4])[CH3:2])=[O:7])=[C:9]([CH3:35])[CH:10]=3)=[CH:15][S:16]2)[CH:28]=[C:27]([Cl:29])[CH:26]=1, predict the reactants needed to synthesize it. The reactants are: [C:1]([O:5][C:6]([C:8]1[CH:13]=[CH:12][C:11]([C:14]2(O)[CH2:18][C:17]([C:23]3[CH:28]=[C:27]([Cl:29])[CH:26]=[C:25]([Cl:30])[CH:24]=3)([C:19]([F:22])([F:21])[F:20])[S:16][CH:15]2C(O)=O)=[CH:10][C:9]=1[CH3:35])=[O:7])([CH3:4])([CH3:3])[CH3:2]. (3) Given the product [F:24][C:2]([F:1])([F:23])[C:3]1[CH:4]=[C:5]([C:13]2[N:17]=[CH:16][N:15](/[CH:18]=[CH:19]\[C:20]([N:27]3[CH2:26][CH:25]4[CH:29]([CH:30]4[NH:31][C:32](=[O:48])[O:33][CH2:34][CH:35]4[C:36]5[CH:37]=[CH:38][CH:39]=[CH:40][C:41]=5[C:42]5[C:47]4=[CH:46][CH:45]=[CH:44][CH:43]=5)[CH2:28]3)=[O:21])[N:14]=2)[CH:6]=[C:7]([C:9]([F:10])([F:11])[F:12])[CH:8]=1, predict the reactants needed to synthesize it. The reactants are: [F:1][C:2]([F:24])([F:23])[C:3]1[CH:4]=[C:5]([C:13]2[N:17]=[CH:16][N:15](/[CH:18]=[CH:19]\[C:20](O)=[O:21])[N:14]=2)[CH:6]=[C:7]([C:9]([F:12])([F:11])[F:10])[CH:8]=1.[CH:25]12[CH:30]([NH:31][C:32](=[O:48])[O:33][CH2:34][CH:35]3[C:47]4[CH:46]=[CH:45][CH:44]=[CH:43][C:42]=4[C:41]4[C:36]3=[CH:37][CH:38]=[CH:39][CH:40]=4)[CH:29]1[CH2:28][NH:27][CH2:26]2.C(P1(=O)OP(CCC)(=O)OP(CCC)(=O)O1)CC.CCN(C(C)C)C(C)C. (4) Given the product [N:45]([CH2:20][C@H:19]1[O:22][C@@H:14]([N:13]2[CH:23]=[CH:24][C:10]([NH:9][C:1](=[O:8])[C:2]3[CH:7]=[CH:6][CH:5]=[CH:4][CH:3]=3)=[N:11][C:12]2=[O:25])[C@H:15]([OH:16])[C@@H:17]1[OH:18])=[N+:46]=[N-:47], predict the reactants needed to synthesize it. The reactants are: [C:1]([NH:9][C:10]1[CH:24]=[CH:23][N:13]([C@@H:14]2[O:22][C@H:19]([CH2:20]O)[C@@H:17]([OH:18])[C@H:15]2[OH:16])[C:12](=[O:25])[N:11]=1)(=[O:8])[C:2]1[CH:7]=[CH:6][CH:5]=[CH:4][CH:3]=1.C1(P(C2C=CC=CC=2)C2C=CC=CC=2)C=CC=CC=1.[N-:45]=[N+:46]=[N-:47].[Li+].C(Br)(Br)(Br)Br. (5) Given the product [CH2:12]([N:10]1[CH:11]=[C:7]([CH2:6][CH2:5][CH2:4][CH2:3][O:22][C:24]2[CH:25]=[C:26]([CH:36]=[CH:37][CH:38]=2)[O:27][C:28]([CH3:34])([CH3:35])[C:29]([O:31][CH2:32][CH3:33])=[O:30])[C:8]([O:19][CH2:20][CH3:21])=[N:9]1)[C:13]1[CH:14]=[CH:15][CH:16]=[CH:17][CH:18]=1, predict the reactants needed to synthesize it. The reactants are: C([CH:3]([OH:22])[CH2:4][CH2:5][CH2:6][C:7]1[C:8]([O:19][CH2:20][CH3:21])=[N:9][N:10]([CH2:12][C:13]2[CH:18]=[CH:17][CH:16]=[CH:15][CH:14]=2)[CH:11]=1)C.O[C:24]1[CH:25]=[C:26]([CH:36]=[CH:37][CH:38]=1)[O:27][C:28]([CH3:35])([CH3:34])[C:29]([O:31][CH2:32][CH3:33])=[O:30].C(P(CCCC)CCCC)CCC.N(C(N1CCCCC1)=O)=NC(N1CCCCC1)=O. (6) Given the product [ClH:15].[CH3:1][C:2]1([CH3:14])[CH2:7][C:6]([CH3:8])([CH3:9])[CH2:5][C:4](=[C:10]([CH3:13])[CH2:11][NH2:12])[CH2:3]1, predict the reactants needed to synthesize it. The reactants are: [CH3:1][C:2]1([CH3:14])[CH2:7][C:6]([CH3:9])([CH3:8])[CH2:5][C:4](=[C:10]([CH3:13])[C:11]#[N:12])[CH2:3]1.[ClH:15].CC1(C)CC(C)(C)CC(=CCN)C1. (7) Given the product [CH3:27][N:28]([CH3:32])[CH2:29][CH2:30][NH:31][C:2]1[CH:7]=[CH:6][CH:5]=[CH:4][C:3]=1[S:8]([NH:11][C:12]1[CH:21]=[CH:20][C:19]2[CH2:18][CH2:17][CH:16]=[C:15]([CH3:22])[C:14]=2[C:13]=1[C:23]([OH:25])=[O:24])(=[O:9])=[O:10], predict the reactants needed to synthesize it. The reactants are: F[C:2]1[CH:7]=[CH:6][CH:5]=[CH:4][C:3]=1[S:8]([NH:11][C:12]1[CH:21]=[CH:20][C:19]2[CH2:18][CH2:17][CH:16]=[C:15]([CH3:22])[C:14]=2[C:13]=1[C:23]([O:25]C)=[O:24])(=[O:10])=[O:9].[CH3:27][N:28]([CH3:32])[CH2:29][CH2:30][NH2:31]. (8) Given the product [CH2:24]([O:23][C:21](=[O:22])[CH2:13][C:6]([O:5][C:1]([CH3:2])([CH3:3])[CH3:4])=[O:12])[C:25]1[CH:30]=[CH:29][CH:28]=[CH:27][CH:26]=1, predict the reactants needed to synthesize it. The reactants are: [C:1]([O:5][C:6](=[O:12])NCC(=O)N)([CH3:4])([CH3:3])[CH3:2].[CH2:13](N(CC)CC)C.Cl[C:21]([O:23][CH2:24][C:25]1[CH:30]=[CH:29][CH:28]=[CH:27][CH:26]=1)=[O:22].C([O-])([O-])=O.[Na+].[Na+]. (9) Given the product [C:1]([O:5][C:6]([N:8]1[CH2:13][CH2:12][CH:11]([C:14]2[N:19]3[CH:20]=[N:21][N:22]=[C:18]3[C:17]([C:23]3[CH:28]=[CH:27][CH:26]=[C:25]([C:29]([F:31])([F:32])[F:30])[CH:24]=3)=[C:16]([C:33]3[CH:38]=[CH:37][N:36]=[C:35]([NH:39][C@H:40]([C:42]4[CH:43]=[CH:44][CH:45]=[CH:46][CH:47]=4)[CH3:41])[CH:34]=3)[N:15]=2)[CH2:10][CH2:9]1)=[O:7])([CH3:2])([CH3:3])[CH3:4], predict the reactants needed to synthesize it. The reactants are: [C:1]([O:5][C:6]([N:8]1[CH2:13][CH:12]=[C:11]([C:14]2[N:19]3[CH:20]=[N:21][N:22]=[C:18]3[C:17]([C:23]3[CH:28]=[CH:27][CH:26]=[C:25]([C:29]([F:32])([F:31])[F:30])[CH:24]=3)=[C:16]([C:33]3[CH:38]=[CH:37][N:36]=[C:35]([NH:39][C@H:40]([C:42]4[CH:47]=[CH:46][CH:45]=[CH:44][CH:43]=4)[CH3:41])[CH:34]=3)[N:15]=2)[CH2:10][CH2:9]1)=[O:7])([CH3:4])([CH3:3])[CH3:2].